From a dataset of Reaction yield outcomes from USPTO patents with 853,638 reactions. Predict the reaction yield, written as a fraction of the theoretical maximum amount of product (1.0 means a 100% yield; for example, 0.34 means a 34% yield). (1) The reactants are [C-:1]#[N:2].[K+].Cl[CH2:5][CH2:6][C:7]1[CH:8]=[C:9]2[C:13](=[CH:14][CH:15]=1)[NH:12][C:11](=[O:16])[CH2:10]2. The catalyst is CS(C)=O. The product is [C:1]([CH2:5][CH2:6][C:7]1[CH:8]=[C:9]2[C:13](=[CH:14][CH:15]=1)[NH:12][C:11](=[O:16])[CH2:10]2)#[N:2]. The yield is 0.420. (2) The reactants are Cl[C:2]1[C:11]([N+:12]([O-:14])=[O:13])=[CH:10][C:5]([C:6]([O:8][CH3:9])=[O:7])=[CH:4][N:3]=1.[CH3:15][NH:16][CH2:17][C:18]([O:20][CH3:21])=[O:19]. The catalyst is ClCCl. The product is [CH3:21][O:20][C:18](=[O:19])[CH2:17][N:16]([CH3:15])[C:2]1[C:11]([N+:12]([O-:14])=[O:13])=[CH:10][C:5]([C:6]([O:8][CH3:9])=[O:7])=[CH:4][N:3]=1. The yield is 0.990. (3) The reactants are [CH3:1][N:2]([CH:10]1[CH2:15][CH2:14][N:13]([CH3:16])[CH2:12][CH2:11]1)[C:3]1[CH:8]=[CH:7][CH:6]=[C:5]([NH2:9])[N:4]=1.[F:17][C:18]1[CH:26]=[CH:25][C:21]([C:22]([Cl:24])=[O:23])=[C:20]([C:27]([F:30])([F:29])[F:28])[CH:19]=1. The catalyst is O1CCOCC1. The product is [ClH:24].[F:17][C:18]1[CH:26]=[CH:25][C:21]([C:22]([NH:9][C:5]2[CH:6]=[CH:7][CH:8]=[C:3]([N:2]([CH3:1])[CH:10]3[CH2:15][CH2:14][N:13]([CH3:16])[CH2:12][CH2:11]3)[N:4]=2)=[O:23])=[C:20]([C:27]([F:28])([F:29])[F:30])[CH:19]=1. The yield is 0.820. (4) The reactants are [C-:1]#[N:2].[K+].Br[CH2:5][CH2:6][CH2:7][CH2:8][C:9]([O:11][CH3:12])=[O:10]. The catalyst is O.CO. The product is [C:1]([CH2:5][CH2:6][CH2:7][CH2:8][C:9]([O:11][CH3:12])=[O:10])#[N:2]. The yield is 0.740. (5) The reactants are [CH2:1]([NH2:19])[CH2:2][CH2:3][CH2:4][CH2:5][CH2:6][CH2:7][CH2:8][CH2:9][CH2:10][CH2:11][CH2:12][CH2:13][CH2:14][CH2:15][CH2:16][CH2:17][CH3:18].[S:20](N)([NH2:23])(=[O:22])=[O:21]. The catalyst is C1COCC1. The product is [CH2:1]([NH:19][S:20]([NH2:23])(=[O:22])=[O:21])[CH2:2][CH2:3][CH2:4][CH2:5][CH2:6][CH2:7][CH2:8][CH2:9][CH2:10][CH2:11][CH2:12][CH2:13][CH2:14][CH2:15][CH2:16][CH2:17][CH3:18]. The yield is 0.180. (6) The reactants are [CH3:1][O:2][C:3]1[CH:14]=[CH:13][C:6]2[C:7]([C:10](N)=[O:11])=[N:8][S:9][C:5]=2[CH:4]=1.[OH-:15].[Na+].Cl. The catalyst is CO. The product is [CH3:1][O:2][C:3]1[CH:14]=[CH:13][C:6]2[C:7]([C:10]([OH:15])=[O:11])=[N:8][S:9][C:5]=2[CH:4]=1. The yield is 0.890. (7) The yield is 0.428. The product is [Cl:1][C:2]1[CH:7]=[CH:6][C:5]([O:8][C:9]2[CH:14]=[CH:13][C:12]([CH2:15][CH2:16][OH:27])=[CH:11][CH:10]=2)=[CH:4][C:3]=1[CH3:17]. The reactants are [Cl:1][C:2]1[CH:7]=[CH:6][C:5]([O:8][C:9]2[CH:14]=[CH:13][C:12]([CH:15]=[CH2:16])=[CH:11][CH:10]=2)=[CH:4][C:3]=1[CH3:17].B1C2CCCC1CCC2.[OH-:27].[Na+].OO. The catalyst is C1COCC1.